This data is from NCI-60 drug combinations with 297,098 pairs across 59 cell lines. The task is: Regression. Given two drug SMILES strings and cell line genomic features, predict the synergy score measuring deviation from expected non-interaction effect. (1) Drug 1: C1CCC(CC1)NC(=O)N(CCCl)N=O. Drug 2: C1CCC(C(C1)N)N.C(=O)(C(=O)[O-])[O-].[Pt+4]. Cell line: NCIH23. Synergy scores: CSS=29.0, Synergy_ZIP=4.62, Synergy_Bliss=7.72, Synergy_Loewe=-1.28, Synergy_HSA=10.2. (2) Drug 1: CCCS(=O)(=O)NC1=C(C(=C(C=C1)F)C(=O)C2=CNC3=C2C=C(C=N3)C4=CC=C(C=C4)Cl)F. Drug 2: CC12CCC3C(C1CCC2=O)CC(=C)C4=CC(=O)C=CC34C. Cell line: TK-10. Synergy scores: CSS=33.6, Synergy_ZIP=0.112, Synergy_Bliss=-1.84, Synergy_Loewe=-1.34, Synergy_HSA=-1.47. (3) Drug 1: CC1C(C(CC(O1)OC2CC(CC3=C2C(=C4C(=C3O)C(=O)C5=C(C4=O)C(=CC=C5)OC)O)(C(=O)C)O)N)O.Cl. Drug 2: C1CN(CCN1C(=O)CCBr)C(=O)CCBr. Cell line: COLO 205. Synergy scores: CSS=41.6, Synergy_ZIP=2.02, Synergy_Bliss=3.35, Synergy_Loewe=-27.0, Synergy_HSA=0.562. (4) Drug 1: CC12CCC3C(C1CCC2O)C(CC4=C3C=CC(=C4)O)CCCCCCCCCS(=O)CCCC(C(F)(F)F)(F)F. Drug 2: CCC1=C2CN3C(=CC4=C(C3=O)COC(=O)C4(CC)O)C2=NC5=C1C=C(C=C5)O. Cell line: MALME-3M. Synergy scores: CSS=11.6, Synergy_ZIP=-3.36, Synergy_Bliss=0.657, Synergy_Loewe=-52.4, Synergy_HSA=-3.82. (5) Drug 1: CC1=C2C(C(=O)C3(C(CC4C(C3C(C(C2(C)C)(CC1OC(=O)C(C(C5=CC=CC=C5)NC(=O)OC(C)(C)C)O)O)OC(=O)C6=CC=CC=C6)(CO4)OC(=O)C)OC)C)OC. Drug 2: CC1=C(N=C(N=C1N)C(CC(=O)N)NCC(C(=O)N)N)C(=O)NC(C(C2=CN=CN2)OC3C(C(C(C(O3)CO)O)O)OC4C(C(C(C(O4)CO)O)OC(=O)N)O)C(=O)NC(C)C(C(C)C(=O)NC(C(C)O)C(=O)NCCC5=NC(=CS5)C6=NC(=CS6)C(=O)NCCC[S+](C)C)O. Cell line: IGROV1. Synergy scores: CSS=35.4, Synergy_ZIP=0.927, Synergy_Bliss=1.14, Synergy_Loewe=-0.163, Synergy_HSA=5.03. (6) Drug 1: CC1=CC=C(C=C1)C2=CC(=NN2C3=CC=C(C=C3)S(=O)(=O)N)C(F)(F)F. Drug 2: CN(C(=O)NC(C=O)C(C(C(CO)O)O)O)N=O. Synergy scores: CSS=-9.09, Synergy_ZIP=6.41, Synergy_Bliss=4.94, Synergy_Loewe=-4.76, Synergy_HSA=-3.86. Cell line: MDA-MB-435.